Dataset: Reaction yield outcomes from USPTO patents with 853,638 reactions. Task: Predict the reaction yield, written as a fraction of the theoretical maximum amount of product (1.0 means a 100% yield; for example, 0.34 means a 34% yield). (1) The reactants are [Cl:1][C:2]1[CH:7]=[C:6]([Cl:8])[CH:5]=[CH:4][C:3]=1[OH:9].C([O-])([O-])=O.[K+].[K+].[CH2:16]([O:18][C:19](=[O:24])[C:20](Br)([CH3:22])[CH3:21])[CH3:17].[NH4+].[Cl-]. The catalyst is CN(C)C(=O)C.O. The yield is 0.500. The product is [CH2:16]([O:18][C:19](=[O:24])[C:20]([O:9][C:3]1[CH:4]=[CH:5][C:6]([Cl:8])=[CH:7][C:2]=1[Cl:1])([CH3:22])[CH3:21])[CH3:17]. (2) The reactants are [C:1]([O:5][C:6]([N:8]1[CH2:13][CH2:12][C:11](=[C:14](Br)[C:15]2[CH:20]=[CH:19][CH:18]=[CH:17][CH:16]=2)[CH2:10][CH2:9]1)=[O:7])([CH3:4])([CH3:3])[CH3:2].C([Sn](CCCC)(CCCC)[C:27]1[S:28][CH:29]=[CH:30][N:31]=1)CCC. The catalyst is CN(C=O)C.C1C=CC([P]([Pd]([P](C2C=CC=CC=2)(C2C=CC=CC=2)C2C=CC=CC=2)([P](C2C=CC=CC=2)(C2C=CC=CC=2)C2C=CC=CC=2)[P](C2C=CC=CC=2)(C2C=CC=CC=2)C2C=CC=CC=2)(C2C=CC=CC=2)C2C=CC=CC=2)=CC=1.[Cu]I. The product is [C:1]([O:5][C:6]([N:8]1[CH2:13][CH2:12][C:11](=[C:14]([C:15]2[CH:20]=[CH:19][CH:18]=[CH:17][CH:16]=2)[C:27]2[S:28][CH:29]=[CH:30][N:31]=2)[CH2:10][CH2:9]1)=[O:7])([CH3:4])([CH3:3])[CH3:2]. The yield is 0.940. (3) The reactants are [N:1]1[CH:2]=[CH:3][N:4]2[C:9]=1[CH:8]=[CH:7][C:6]([S:10][C:11]1[CH:20]=[CH:19][CH:18]=[CH:17][C:12]=1[C:13]([O:15]C)=[O:14])=[N:5]2.[OH-].[Na+].Cl. The catalyst is CO. The product is [N:1]1[CH:2]=[CH:3][N:4]2[C:9]=1[CH:8]=[CH:7][C:6]([S:10][C:11]1[CH:20]=[CH:19][CH:18]=[CH:17][C:12]=1[C:13]([OH:15])=[O:14])=[N:5]2. The yield is 0.840. (4) The reactants are [OH:1][C:2]1[C:3]([N+:16]([O-])=O)=[C:4]([C:12]([O:14][CH3:15])=[O:13])[C:5](=[CH:10][CH:11]=1)[C:6]([O:8][CH3:9])=[O:7]. The catalyst is CO.[Pd]. The product is [NH2:16][C:3]1[C:2]([OH:1])=[CH:11][CH:10]=[C:5]([C:6]([O:8][CH3:9])=[O:7])[C:4]=1[C:12]([O:14][CH3:15])=[O:13]. The yield is 0.520. (5) The reactants are [NH:1]1[C:5]2[CH:6]=[CH:7][CH:8]=[CH:9][C:4]=2[N:3]=[C:2]1[CH2:10][N:11]([CH3:22])[CH:12]1[C:21]2[N:20]=[CH:19][CH:18]=[CH:17][C:16]=2[CH2:15][CH2:14][CH2:13]1.Cl[CH2:24][CH:25]1[CH2:28][N:27]([C:29]([O:31][C:32]([CH3:35])([CH3:34])[CH3:33])=[O:30])[CH2:26]1.[I-].[K+].C([O-])([O-])=O.[K+].[K+]. The catalyst is CN(C=O)C.CCOC(C)=O. The product is [CH3:22][N:11]([CH2:10][C:2]1[N:3]([CH2:24][CH:25]2[CH2:28][N:27]([C:29]([O:31][C:32]([CH3:33])([CH3:35])[CH3:34])=[O:30])[CH2:26]2)[C:4]2[CH:9]=[CH:8][CH:7]=[CH:6][C:5]=2[N:1]=1)[CH:12]1[C:21]2[N:20]=[CH:19][CH:18]=[CH:17][C:16]=2[CH2:15][CH2:14][CH2:13]1. The yield is 0.420. (6) The reactants are [C:1]([O:5][C:6]([N:8]1[CH2:13][CH2:12][N:11]([C:14]2[S:15][C:16](Br)=[CH:17][N:18]=2)[CH2:10][CH2:9]1)=[O:7])([CH3:4])([CH3:3])[CH3:2].[N:20]1[CH:25]=[CH:24][C:23]([S:26][S:26][C:23]2[CH:24]=[CH:25][N:20]=[CH:21][CH:22]=2)=[CH:22][CH:21]=1. No catalyst specified. The product is [C:1]([O:5][C:6]([N:8]1[CH2:13][CH2:12][N:11]([C:14]2[S:15][C:16]([S:26][C:23]3[CH:24]=[CH:25][N:20]=[CH:21][CH:22]=3)=[CH:17][N:18]=2)[CH2:10][CH2:9]1)=[O:7])([CH3:4])([CH3:3])[CH3:2]. The yield is 0.790. (7) The catalyst is C1COCC1. The yield is 0.920. The reactants are NC1C=CC(C(O)=O)=CC=1.C1(C(Cl)=O)CCCCC1.CCN(CC)CC.[OH-].[Na+].[CH:29]1([C:35]([NH:37][C:38]2[CH:47]=[CH:46][C:41]([C:42]([O:44]C)=[O:43])=[CH:40][CH:39]=2)=[O:36])[CH2:34][CH2:33][CH2:32][CH2:31][CH2:30]1. The product is [CH:29]1([C:35]([NH:37][C:38]2[CH:47]=[CH:46][C:41]([C:42]([OH:44])=[O:43])=[CH:40][CH:39]=2)=[O:36])[CH2:30][CH2:31][CH2:32][CH2:33][CH2:34]1.